Dataset: Reaction yield outcomes from USPTO patents with 853,638 reactions. Task: Predict the reaction yield, written as a fraction of the theoretical maximum amount of product (1.0 means a 100% yield; for example, 0.34 means a 34% yield). (1) The reactants are O[CH2:2][CH:3]([C:10]1[C:15]([CH3:16])=[CH:14][C:13]([CH3:17])=[C:12]([CH3:18])[C:11]=1[OH:19])[C:4]1[CH:9]=[CH:8][CH:7]=[CH:6][CH:5]=1. The catalyst is CO. The product is [CH3:16][C:15]1[C:10]2[CH:3]([C:4]3[CH:5]=[CH:6][CH:7]=[CH:8][CH:9]=3)[CH2:2][O:19][C:11]=2[C:12]([CH3:18])=[C:13]([CH3:17])[CH:14]=1. The yield is 0.950. (2) The yield is 0.860. The catalyst is C1(C)C=CC=CC=1. The reactants are [CH3:1][C:2]1[CH:3]=[C:4]([CH:8]=[N:9][C:10]([O:12][Si](C)(C)C)=[CH2:11])[CH:5]=[CH:6][CH:7]=1.[CH2:17]([O:19][C:20]([N:22]1[C:30]2[C:25](=[CH:26][CH:27]=[C:28]([Cl:31])[CH:29]=2)/[C:24](=[CH:32]/[C:33]2[CH:38]=[CH:37][CH:36]=[C:35]([Cl:39])[CH:34]=2)/[C:23]1=[O:40])=[O:21])[CH3:18].CO. The product is [CH2:17]([O:19][C:20]([N:22]1[C:30]2[C:25](=[CH:26][CH:27]=[C:28]([Cl:31])[CH:29]=2)[C:24]2([CH:32]([C:33]3[CH:38]=[CH:37][CH:36]=[C:35]([Cl:39])[CH:34]=3)[CH2:12][C:10](=[O:11])[NH:9][CH:8]2[C:4]2[CH:5]=[CH:6][CH:7]=[C:2]([CH3:1])[CH:3]=2)[C:23]1=[O:40])=[O:21])[CH3:18].